The task is: Predict the reaction yield, written as a fraction of the theoretical maximum amount of product (1.0 means a 100% yield; for example, 0.34 means a 34% yield).. This data is from Reaction yield outcomes from USPTO patents with 853,638 reactions. (1) The reactants are [OH:1][C:2]1[CH:3]=[C:4]([NH:8][C:9](=[O:11])[CH3:10])[CH:5]=[CH:6][CH:7]=1.C(NC1C=C(OC(=O)C)C=CC=1)=O.[CH3:25][C:26](=[CH2:30])[CH2:27][CH2:28]O.CCOC(/N=N/C(OCC)=O)=O.C1C=CC(P(C2C=CC=CC=2)C2C=CC=CC=2)=CC=1. The catalyst is C1C=CC=CC=1.O. The product is [CH3:30][C:26](=[CH2:25])[CH2:27][CH2:28][O:1][C:2]1[CH:3]=[C:4]([NH:8][C:9](=[O:11])[CH3:10])[CH:5]=[CH:6][CH:7]=1. The yield is 0.520. (2) The reactants are [C:1]1([S:7]([NH:10][C:11]2[CH:12]=[C:13]([CH:19]=[CH:20][CH:21]=2)[C:14]([O:16]CC)=O)(=[O:9])=[O:8])[CH:6]=[CH:5][CH:4]=[CH:3][CH:2]=1.[Li+].C[Si]([N-][Si](C)(C)C)(C)C.[Cl:32][C:33]1[N:38]=[C:37]([CH3:39])[CH:36]=[CH:35][N:34]=1. The catalyst is C1COCC1. The product is [Cl:32][C:33]1[N:38]=[C:37]([CH2:39][C:14]([C:13]2[CH:12]=[C:11]([NH:10][S:7]([C:1]3[CH:2]=[CH:3][CH:4]=[CH:5][CH:6]=3)(=[O:8])=[O:9])[CH:21]=[CH:20][CH:19]=2)=[O:16])[CH:36]=[CH:35][N:34]=1. The yield is 0.420.